Dataset: Full USPTO retrosynthesis dataset with 1.9M reactions from patents (1976-2016). Task: Predict the reactants needed to synthesize the given product. Given the product [Cl:3][C:7]1[N:8]=[C:9]2[NH:14][CH2:13][CH2:12][C@H:11]([C:15]([F:18])([F:17])[F:16])[N:10]2[C:19](=[O:21])[CH:20]=1, predict the reactants needed to synthesize it. The reactants are: P(Cl)(Cl)([Cl:3])=O.O[C:7]1[N:8]=[C:9]2[NH:14][CH2:13][CH2:12][C@H:11]([C:15]([F:18])([F:17])[F:16])[N:10]2[C:19](=[O:21])[CH:20]=1.[OH-].[Na+].